Dataset: Reaction yield outcomes from USPTO patents with 853,638 reactions. Task: Predict the reaction yield, written as a fraction of the theoretical maximum amount of product (1.0 means a 100% yield; for example, 0.34 means a 34% yield). (1) The reactants are [NH2:1][C:2]([C:4]1[CH:8]=[C:7]([C:9]([OH:11])=O)[N:6]([C:12]2[CH:17]=[CH:16][C:15]([F:18])=[C:14]([C:19]#[N:20])[CH:13]=2)[N:5]=1)=[O:3].[N:21]1[CH:26]=[CH:25][CH:24]=[CH:23][CH:22]=1.C(N=[C:31]=[N:32][CH:33]([CH3:35])[CH3:34])(C)C.Cl. The catalyst is CN(C=O)C. The product is [C:19]([C:14]1[CH:13]=[C:12]([N:6]2[C:7]([C:9]([N:21]3[C:22]4[C:24](=[CH:23][CH:35]=[C:33]([N:32]5[CH2:31][CH2:9][CH2:7][CH2:8][CH2:4][C:2]5=[O:3])[CH:34]=4)[CH2:25][CH2:26]3)=[O:11])=[CH:8][C:4]([C:2]([NH2:1])=[O:3])=[N:5]2)[CH:17]=[CH:16][C:15]=1[F:18])#[N:20]. The yield is 0.290. (2) The yield is 0.530. The product is [CH:3]1([C:6]2[C:15]3[C:10](=[CH:11][CH:12]=[CH:13][CH:14]=3)[C:9]([N:16]3[C:20]([C:21]([F:22])([F:24])[F:23])=[N:19][N:18]=[C:17]3[S:25][C:26]([CH3:33])([CH3:32])[C:27]([OH:29])=[O:28])=[CH:8][CH:7]=2)[CH2:4][CH2:5]1. The reactants are [OH-].[Li+].[CH:3]1([C:6]2[C:15]3[C:10](=[CH:11][CH:12]=[CH:13][CH:14]=3)[C:9]([N:16]3[C:20]([C:21]([F:24])([F:23])[F:22])=[N:19][N:18]=[C:17]3[S:25][C:26]([CH3:33])([CH3:32])[C:27]([O:29]CC)=[O:28])=[CH:8][CH:7]=2)[CH2:5][CH2:4]1. The catalyst is C1COCC1. (3) The reactants are [CH2:1]([NH2:4])[C:2]#[CH:3].CCN(C(C)C)C(C)C.[Cl:14][S:15]([C:18]1[CH:19]=[C:20]([CH:24]=[CH:25][C:26]=1[F:27])[C:21](Cl)=[O:22])(=[O:17])=[O:16]. The catalyst is C(Cl)Cl. The product is [F:27][C:26]1[CH:25]=[CH:24][C:20]([C:21](=[O:22])[NH:4][CH2:1][C:2]#[CH:3])=[CH:19][C:18]=1[S:15]([Cl:14])(=[O:17])=[O:16]. The yield is 0.870. (4) The reactants are C[O:2][C:3]([C:5]1[CH:6]=[C:7]2[C:12](=[CH:13][CH:14]=1)[N:11]=[CH:10][C:9]([O:15][C:16]1[C:21]([Cl:22])=[CH:20][C:19]([NH:23][S:24]([C:27]3[CH:32]=[CH:31][C:30]([Cl:33])=[CH:29][C:28]=3[Cl:34])(=[O:26])=[O:25])=[CH:18][C:17]=1[Cl:35])=[CH:8]2)=[O:4].[OH-].[Na+].Cl. The catalyst is C1COCC1.CO. The product is [Cl:22][C:21]1[CH:20]=[C:19]([NH:23][S:24]([C:27]2[CH:32]=[CH:31][C:30]([Cl:33])=[CH:29][C:28]=2[Cl:34])(=[O:26])=[O:25])[CH:18]=[C:17]([Cl:35])[C:16]=1[O:15][C:9]1[CH:10]=[N:11][C:12]2[C:7]([CH:8]=1)=[CH:6][C:5]([C:3]([OH:4])=[O:2])=[CH:14][CH:13]=2. The yield is 0.780. (5) The reactants are [CH2:1]([O:8][C:9]1[CH:10]=[C:11]([S:15][C:16]2[CH:17]=[C:18]3[C:23](=[CH:24][CH:25]=2)[CH:22]=[C:21]([C@:26]2([CH3:32])[CH2:30][O:29]C(=O)[NH:27]2)[CH:20]=[CH:19]3)[CH:12]=[CH:13][CH:14]=1)[C:2]1[CH:7]=[CH:6][CH:5]=[CH:4][CH:3]=1.C(O)C.O.[OH-].[Li+]. No catalyst specified. The product is [NH2:27][C@@:26]([C:21]1[CH:20]=[CH:19][C:18]2[C:23](=[CH:24][CH:25]=[C:16]([S:15][C:11]3[CH:12]=[CH:13][CH:14]=[C:9]([O:8][CH2:1][C:2]4[CH:7]=[CH:6][CH:5]=[CH:4][CH:3]=4)[CH:10]=3)[CH:17]=2)[CH:22]=1)([CH3:32])[CH2:30][OH:29]. The yield is 0.920. (6) The reactants are [CH3:1][O:2][C:3]([C:5]1[S:14][C:8]2=[N+:9]([O-:13])[CH:10]=[CH:11][CH:12]=[C:7]2[CH:6]=1)=[O:4].[N+:15]([O-])([OH:17])=[O:16]. The catalyst is CC(O)=O. The product is [CH3:1][O:2][C:3]([C:5]1[S:14][C:8]2=[N+:9]([O-:13])[CH:10]=[C:11]([N+:15]([O-:17])=[O:16])[CH:12]=[C:7]2[CH:6]=1)=[O:4]. The yield is 0.260.